The task is: Regression. Given two drug SMILES strings and cell line genomic features, predict the synergy score measuring deviation from expected non-interaction effect.. This data is from NCI-60 drug combinations with 297,098 pairs across 59 cell lines. (1) Drug 1: COC1=C(C=C2C(=C1)N=CN=C2NC3=CC(=C(C=C3)F)Cl)OCCCN4CCOCC4. Drug 2: CCCS(=O)(=O)NC1=C(C(=C(C=C1)F)C(=O)C2=CNC3=C2C=C(C=N3)C4=CC=C(C=C4)Cl)F. Cell line: ACHN. Synergy scores: CSS=50.1, Synergy_ZIP=0.0739, Synergy_Bliss=1.36, Synergy_Loewe=-4.48, Synergy_HSA=3.52. (2) Drug 1: CS(=O)(=O)CCNCC1=CC=C(O1)C2=CC3=C(C=C2)N=CN=C3NC4=CC(=C(C=C4)OCC5=CC(=CC=C5)F)Cl. Drug 2: CC(C)NC(=O)C1=CC=C(C=C1)CNNC.Cl. Cell line: HOP-92. Synergy scores: CSS=3.31, Synergy_ZIP=-5.29, Synergy_Bliss=-5.02, Synergy_Loewe=-5.35, Synergy_HSA=-5.54.